Dataset: Catalyst prediction with 721,799 reactions and 888 catalyst types from USPTO. Task: Predict which catalyst facilitates the given reaction. (1) Reactant: [F:1][C:2]([F:16])([F:15])[C:3]1[CH:4]=[C:5]([CH2:13][OH:14])[CH:6]=[C:7]([C:9]([F:12])([F:11])[F:10])[CH:8]=1.[H-].[Na+].[C:19]([C:21]1[CH:22]=[C:23]([CH:59]([CH3:61])[CH3:60])[C:24]2[O:28][C:27]([C:29]3[CH:57]=[CH:56][C:32]([C:33]([NH:35][CH2:36][CH:37]4[CH2:42][CH2:41][N:40]([C:43](OCC5C=CC([N+]([O-])=O)=CC=5)=[O:44])[CH2:39][CH2:38]4)=[O:34])=[CH:31][CH:30]=3)=[N:26][C:25]=2[CH:58]=1)#[N:20]. Product: [C:19]([C:21]1[CH:22]=[C:23]([CH:59]([CH3:61])[CH3:60])[C:24]2[O:28][C:27]([C:29]3[CH:30]=[CH:31][C:32]([C:33]([NH:35][CH2:36][CH:37]4[CH2:38][CH2:39][N:40]([C:43]([O:14][CH2:13][C:5]5[CH:4]=[C:3]([C:2]([F:15])([F:16])[F:1])[CH:8]=[C:7]([C:9]([F:10])([F:11])[F:12])[CH:6]=5)=[O:44])[CH2:41][CH2:42]4)=[O:34])=[CH:56][CH:57]=3)=[N:26][C:25]=2[CH:58]=1)#[N:20]. The catalyst class is: 7. (2) Product: [C:1]([NH:8][C@H:9]([C:14]1[CH:15]=[CH:16][CH:17]=[CH:18][CH:19]=1)[CH2:10][NH2:11])([O:3][C:4]([CH3:6])([CH3:7])[CH3:5])=[O:2]. Reactant: [C:1]([NH:8][C@H:9]([C:14]1[CH:19]=[CH:18][CH:17]=[CH:16][CH:15]=1)[CH2:10][N:11]=[N+]=[N-])([O:3][C:4]([CH3:7])([CH3:6])[CH3:5])=[O:2].C(Cl)Cl.CCOC(C)=O.C(N(CC)CC)C. The catalyst class is: 92. (3) Reactant: [H-].[H-].[H-].[H-].[Li+].[Al+3].[CH2:7]([N:14]1[CH2:19][C:18](=O)[NH:17][C@@H:16]([CH2:21][CH2:22][C:23](OCC2C=CC=CC=2)=[O:24])[C:15]1=O)[C:8]1[CH:13]=[CH:12][CH:11]=[CH:10][CH:9]=1.O.[OH-].[Na+]. Product: [CH2:7]([N:14]1[CH2:19][CH2:18][NH:17][C@@H:16]([CH2:21][CH2:22][CH2:23][OH:24])[CH2:15]1)[C:8]1[CH:9]=[CH:10][CH:11]=[CH:12][CH:13]=1. The catalyst class is: 1. (4) Reactant: Br[C:2]([CH3:16])([CH3:15])[C:3]([NH:5][C:6]1[C:11]([CH3:12])=[CH:10][C:9]([CH3:13])=[CH:8][C:7]=1[CH3:14])=O.[H-].[Al+3].[Li+].[H-].[H-].[H-]. Product: [C:7]1([CH3:14])[CH:8]=[C:9]([CH3:13])[CH:10]=[C:11]([CH3:12])[C:6]=1[NH:5][CH2:3][C:2]([CH3:16])([NH:5][C:6]1[CH:11]=[CH:10][CH:9]=[CH:8][CH:7]=1)[CH3:15]. The catalyst class is: 216. (5) Reactant: [Cl:1][C:2]1[CH:24]=[CH:23][C:5]2[NH:6][C:7]([C:9]3[CH:10]=[CH:11][C:12]([N:15]4[CH2:20][CH2:19][CH:18]([CH2:21][OH:22])[CH2:17][CH2:16]4)=[N:13][CH:14]=3)=[N:8][C:4]=2[CH:3]=1.O[C:26]1[CH:27]=[C:28]([C:36]([O:38][CH3:39])=[O:37])[CH:29]=[C:30]([CH:35]=1)[C:31]([O:33][CH3:34])=[O:32].N(C(OCC)=O)=NC(OCC)=O.C1(P(C2C=CC=CC=2)C2C=CC=CC=2)C=CC=CC=1. Product: [Cl:1][C:2]1[CH:24]=[CH:23][C:5]2[NH:6][C:7]([C:9]3[CH:10]=[CH:11][C:12]([N:15]4[CH2:20][CH2:19][CH:18]([CH2:21][O:22][C:26]5[CH:35]=[C:30]([C:31]([O:33][CH3:34])=[O:32])[CH:29]=[C:28]([CH:27]=5)[C:36]([O:38][CH3:39])=[O:37])[CH2:17][CH2:16]4)=[N:13][CH:14]=3)=[N:8][C:4]=2[CH:3]=1. The catalyst class is: 1. (6) Reactant: [CH3:1][O:2][C:3]1[CH:4]=[C:5]([CH:9]=[CH:10][C:11]=1[C:12]1[O:16][C:15]([CH3:17])=[N:14][CH:13]=1)[C:6](O)=[O:7].O.[NH2:19][NH2:20]. Product: [CH3:1][O:2][C:3]1[CH:4]=[C:5]([CH:9]=[CH:10][C:11]=1[C:12]1[O:16][C:15]([CH3:17])=[N:14][CH:13]=1)[C:6]([NH:19][NH2:20])=[O:7]. The catalyst class is: 1. (7) Reactant: [F:1][C:2]1[CH:7]=[CH:6][CH:5]=[CH:4][C:3]=1[C:8](=O)[CH3:9].[CH3:11][C:12]([S@:15]([NH2:17])=[O:16])([CH3:14])[CH3:13]. Product: [F:1][C:2]1[CH:7]=[CH:6][CH:5]=[CH:4][C:3]=1[C:8](=[N:17][S@@:15]([C:12]([CH3:14])([CH3:13])[CH3:11])=[O:16])[CH3:9]. The catalyst class is: 7.